This data is from Peptide-MHC class I binding affinity with 185,985 pairs from IEDB/IMGT. The task is: Regression. Given a peptide amino acid sequence and an MHC pseudo amino acid sequence, predict their binding affinity value. This is MHC class I binding data. (1) The peptide sequence is ELNDRLAVYI. The MHC is HLA-A02:03 with pseudo-sequence HLA-A02:03. The binding affinity (normalized) is 0.343. (2) The peptide sequence is AAVDLSHFL. The MHC is HLA-A68:02 with pseudo-sequence HLA-A68:02. The binding affinity (normalized) is 0.508. (3) The peptide sequence is GTGPEASLPY. The MHC is HLA-A30:02 with pseudo-sequence HLA-A30:02. The binding affinity (normalized) is 0.369. (4) The peptide sequence is FLPSDYFPKV. The MHC is HLA-A02:07 with pseudo-sequence HLA-A02:07. The binding affinity (normalized) is 0.528. (5) The MHC is Mamu-B17 with pseudo-sequence Mamu-B17. The binding affinity (normalized) is 0.401. The peptide sequence is FHFFVHTLL. (6) The peptide sequence is EQFPNATAF. The MHC is HLA-B40:01 with pseudo-sequence HLA-B40:01. The binding affinity (normalized) is 0.261.